Task: Predict the reactants needed to synthesize the given product.. Dataset: Retrosynthesis with 50K atom-mapped reactions and 10 reaction types from USPTO (1) Given the product OCc1ccc2c(c1)nc1n2CCCC1, predict the reactants needed to synthesize it. The reactants are: CCOC(=O)c1ccc2c(c1)nc1n2CCCC1. (2) Given the product COC(=O)CCc1ccc(C(=O)CCc2nc(-c3ccccc3O)oc2C(C)C)cc1C, predict the reactants needed to synthesize it. The reactants are: COC(=O)CCc1ccc(C(=O)CCc2nc(-c3ccccc3OC)oc2C(C)C)cc1C. (3) Given the product O=C(O)C(F)(F)F, predict the reactants needed to synthesize it. The reactants are: CC(C)(C)OC(=O)N1CCC(CN[C@@H]2C[C@H]2c2ccccc2)(Cc2ccc(F)cc2)CC1. (4) Given the product CCN(CC)N1C(=O)[C@@](C)(CC(=O)O)C[C@H](c2cccc(Cl)c2)[C@H]1c1ccc(Cl)cc1, predict the reactants needed to synthesize it. The reactants are: CCN(CC)N1C(=O)[C@@](C)(CC(=O)OC)C[C@H](c2cccc(Cl)c2)[C@H]1c1ccc(Cl)cc1. (5) Given the product CC(C)(C)OC(=O)Cn1nc(I)c2nc(Cl)ccc21, predict the reactants needed to synthesize it. The reactants are: CC(C)(C)OC(=O)CBr.Clc1ccc2[nH]nc(I)c2n1.